This data is from Reaction yield outcomes from USPTO patents with 853,638 reactions. The task is: Predict the reaction yield, written as a fraction of the theoretical maximum amount of product (1.0 means a 100% yield; for example, 0.34 means a 34% yield). (1) The reactants are [CH3:1][CH:2]([SH:4])[CH3:3].Br[CH2:6][C:7]1[CH:8]=[CH:9][C:10]([C:13]#[N:14])=[N:11][CH:12]=1.C(=O)([O-])[O-].[Cs+].[Cs+]. The catalyst is CN(C=O)C.CCCCCC.CCOC(C)=O. The product is [CH:2]([S:4][CH2:6][C:7]1[CH:8]=[CH:9][C:10]([C:13]#[N:14])=[N:11][CH:12]=1)([CH3:3])[CH3:1]. The yield is 0.770. (2) The reactants are [Br:1][C:2]1[CH:3]=[C:4]2[CH2:10][C:9](=[O:11])[NH:8][C:5]2=[N:6][CH:7]=1.[N:12]1[CH:17]=[CH:16][CH:15]=[C:14](/[CH:18]=[CH:19]/[C:20]2[C:28]3[C:23](=[CH:24][C:25]([CH:29]=O)=[CH:26][CH:27]=3)[NH:22][N:21]=2)[CH:13]=1. No catalyst specified. The product is [Br:1][C:2]1[CH:3]=[C:4]2[C:10](=[CH:29][C:25]3[CH:24]=[C:23]4[C:28]([C:20](/[CH:19]=[CH:18]/[C:14]5[CH:13]=[N:12][CH:17]=[CH:16][CH:15]=5)=[N:21][NH:22]4)=[CH:27][CH:26]=3)[C:9](=[O:11])[NH:8][C:5]2=[N:6][CH:7]=1. The yield is 0.840. (3) The reactants are [C:1]12([CH2:11][O:12][C:13]3[C:21]([CH:22]4[CH2:24][CH2:23]4)=[CH:20][C:16]([C:17]([OH:19])=O)=[CH:15][N:14]=3)[CH2:10][CH:5]3[CH2:6][CH:7]([CH2:9][CH:3]([CH2:4]3)[CH2:2]1)[CH2:8]2.C(N=C=NCCCN(C)C)C.[CH3:36][O:37][CH2:38][CH2:39][S:40]([NH2:43])(=[O:42])=[O:41]. The catalyst is CN(C)C1C=CN=CC=1.ClCCl.C(OCC)(=O)C. The product is [C:1]12([CH2:11][O:12][C:13]3[C:21]([CH:22]4[CH2:23][CH2:24]4)=[CH:20][C:16]([C:17]([NH:43][S:40]([CH2:39][CH2:38][O:37][CH3:36])(=[O:42])=[O:41])=[O:19])=[CH:15][N:14]=3)[CH2:10][CH:5]3[CH2:4][CH:3]([CH2:9][CH:7]([CH2:6]3)[CH2:8]1)[CH2:2]2. The yield is 0.760. (4) The reactants are [CH:1]1([O:6][C:7](=[O:32])[C@@H:8]([NH:15][CH2:16][CH:17]2[CH2:22][CH2:21][CH:20]([CH2:23][NH:24]C(OC(C)(C)C)=O)[CH2:19][CH2:18]2)[C:9]2[CH:14]=[CH:13][CH:12]=[CH:11][CH:10]=2)[CH2:5][CH2:4][CH2:3][CH2:2]1.C(O)(C(F)(F)F)=O. The catalyst is C(Cl)Cl. The product is [CH:1]1([O:6][C:7](=[O:32])[C@@H:8]([NH:15][CH2:16][CH:17]2[CH2:18][CH2:19][CH:20]([CH2:23][NH2:24])[CH2:21][CH2:22]2)[C:9]2[CH:14]=[CH:13][CH:12]=[CH:11][CH:10]=2)[CH2:2][CH2:3][CH2:4][CH2:5]1. The yield is 0.750. (5) The reactants are [CH3:1][P:2](=[O:7])([CH:5]=[CH2:6])[CH:3]=[CH2:4].[CH2:8]([NH2:15])[C:9]1[CH:14]=[CH:13][CH:12]=[CH:11][CH:10]=1. The catalyst is C1COCC1.O. The product is [CH2:8]([N:15]1[CH2:6][CH2:5][P:2](=[O:7])([CH3:1])[CH2:3][CH2:4]1)[C:9]1[CH:14]=[CH:13][CH:12]=[CH:11][CH:10]=1. The yield is 0.640. (6) The reactants are CO.Cl.[CH3:4][O:5][C:6]1[CH:11]=[CH:10][C:9]([NH:12][NH2:13])=[CH:8][CH:7]=1.[F:14][C:15]([F:27])([F:26])[C:16](=O)[CH2:17][C:18]([C:20]1[O:21][CH:22]=[CH:23][CH:24]=1)=O.FC(F)(F)C(O)=O. The catalyst is C(O)(C)C.O. The product is [O:21]1[CH:22]=[CH:23][CH:24]=[C:20]1[C:18]1[N:12]([C:9]2[CH:10]=[CH:11][C:6]([O:5][CH3:4])=[CH:7][CH:8]=2)[N:13]=[C:16]([C:15]([F:14])([F:26])[F:27])[CH:17]=1. The yield is 0.960. (7) The reactants are Cl.[Cl:2][C:3]1[CH:4]=[C:5]2[C:9](=[CH:10][CH:11]=1)[NH:8][CH:7]=[C:6]2[CH2:12][CH2:13][NH2:14].[C:15]1([C:21]2[O:25][CH:24]=[N:23][C:22]=2[C:26](Cl)=[O:27])[CH:20]=[CH:19][CH:18]=[CH:17][CH:16]=1.C(N(CC)CC)C.C(OCC)(=O)C. The catalyst is ClCCl. The product is [Cl:2][C:3]1[CH:4]=[C:5]2[C:9](=[CH:10][CH:11]=1)[NH:8][CH:7]=[C:6]2[CH2:12][CH2:13][NH:14][C:26]([C:22]1[N:23]=[CH:24][O:25][C:21]=1[C:15]1[CH:16]=[CH:17][CH:18]=[CH:19][CH:20]=1)=[O:27]. The yield is 0.400. (8) The reactants are Cl.Cl[C:3]1[N:8]=[C:7]([NH:9][CH:10]2[CH2:15][C:14]([CH3:17])([CH3:16])[NH:13][C:12]([CH3:19])([CH3:18])[CH2:11]2)[C:6]([F:20])=[CH:5][N:4]=1.[CH:21]1([C:24]2[C:29]([N:30]3[C:34]([CH:35]([CH3:37])[CH3:36])=[N:33][N:32]=[N:31]3)=[CH:28][C:27]([NH2:38])=[C:26]([F:39])[CH:25]=2)[CH2:23][CH2:22]1.[CH:40]([OH:43])(C)C. No catalyst specified. The product is [NH3:4].[CH3:40][OH:43].[CH:21]1([C:24]2[C:29]([N:30]3[C:34]([CH:35]([CH3:37])[CH3:36])=[N:33][N:32]=[N:31]3)=[CH:28][C:27]([NH:38][C:3]3[N:8]=[C:7]([NH:9][CH:10]4[CH2:15][C:14]([CH3:17])([CH3:16])[NH:13][C:12]([CH3:19])([CH3:18])[CH2:11]4)[C:6]([F:20])=[CH:5][N:4]=3)=[C:26]([F:39])[CH:25]=2)[CH2:22][CH2:23]1. The yield is 0.0100. (9) The reactants are Cl.[CH2:2]([C:8]1[N:9]=[C:10]([NH2:13])[NH:11][CH:12]=1)[CH2:3][CH2:4][CH2:5][C:6]#[CH:7].[N:14]([CH2:17][C:18]([CH3:26])=[CH:19][C:20]1[CH:25]=[CH:24][CH:23]=[CH:22][CH:21]=1)=[N+:15]=[N-:16]. No catalyst specified. The product is [CH3:26][C:18](=[CH:19][C:20]1[CH:25]=[CH:24][CH:23]=[CH:22][CH:21]=1)[CH2:17][N:14]1[CH:7]=[C:6]([CH2:5][CH2:4][CH2:3][CH2:2][C:8]2[N:9]=[C:10]([NH2:13])[NH:11][CH:12]=2)[N:16]=[N:15]1. The yield is 0.790. (10) The reactants are [Cl:1][C:2]1[CH:3]=[CH:4][C:5]([OH:20])=[C:6]([NH:8][C:9]([NH:11][C:12]2[CH:17]=[N:16][C:15]([C:18]#[N:19])=[CH:14][N:13]=2)=[O:10])[CH:7]=1.[CH:21]1(O)[CH2:26][CH2:25][CH2:24][CH:23]=[CH:22]1.C(OC(N=NC(OC(C)(C)C)=O)=O)(C)(C)C.C1(P(C2C=CC=CC=2)C2C=CC=CC=2)C=CC=CC=1. The catalyst is C1COCC1. The product is [Cl:1][C:2]1[CH:3]=[CH:4][C:5]([O:20][CH:26]2[CH2:25][CH2:24][CH2:23][CH:22]=[CH:21]2)=[C:6]([NH:8][C:9]([NH:11][C:12]2[CH:17]=[N:16][C:15]([C:18]#[N:19])=[CH:14][N:13]=2)=[O:10])[CH:7]=1. The yield is 0.120.